From a dataset of Reaction yield outcomes from USPTO patents with 853,638 reactions. Predict the reaction yield, written as a fraction of the theoretical maximum amount of product (1.0 means a 100% yield; for example, 0.34 means a 34% yield). (1) The reactants are [CH3:1][O:2][CH2:3][CH2:4][CH2:5][C:6]1[C:11]2[C:12]([CH3:18])=[C:13]([C:15](O)=[O:16])[O:14][C:10]=2[CH:9]=[CH:8][CH:7]=1.[H-].C([Al+]C(C)C)(C)C.CO.C(C(C(C([O-])=O)O)O)([O-])=O.[K+].[Na+]. The catalyst is O1CCCC1.C1(C)C=CC=CC=1. The product is [CH3:1][O:2][CH2:3][CH2:4][CH2:5][C:6]1[C:11]2[C:12]([CH3:18])=[C:13]([CH2:15][OH:16])[O:14][C:10]=2[CH:9]=[CH:8][CH:7]=1. The yield is 0.960. (2) The reactants are [O:1]([C:8]1[CH:14]=[CH:13][CH:12]=[CH:11][C:9]=1[NH2:10])[C:2]1[CH:7]=[CH:6][CH:5]=[CH:4][CH:3]=1.P(=O)(O)(O)O.[N+]([O-])(O)=O.[N:24]([O-])=O.[Na+].C([O-])(=O)C.[K+].[C:33]([CH2:36][C:37](=[O:39])[CH3:38])(=[O:35])[CH3:34]. The catalyst is O.C(O)C. The product is [O:1]([C:8]1[CH:14]=[CH:13][CH:12]=[CH:11][C:9]=1[NH:10][N:24]=[C:36]([C:37](=[O:39])[CH3:38])[C:33](=[O:35])[CH3:34])[C:2]1[CH:3]=[CH:4][CH:5]=[CH:6][CH:7]=1. The yield is 0.310. (3) The yield is 0.950. The product is [Cl:1][C:2]1[CH:3]=[CH:4][C:5]2[O:9][C:8]([CH:10]3[CH2:11][CH2:12][N:13]([CH2:19][CH:18]([OH:17])[CH2:20][N:21]4[C:29]5[CH2:28][CH2:27][N:26]([C:30](=[O:32])[CH3:31])[CH2:25][C:24]=5[C:23]([C:33]5[CH:38]=[CH:37][C:36]([C:39]([F:42])([F:41])[F:40])=[CH:35][CH:34]=5)=[N:22]4)[CH2:14][CH2:15]3)=[N:7][C:6]=2[CH:16]=1. The reactants are [Cl:1][C:2]1[CH:3]=[CH:4][C:5]2[O:9][C:8]([CH:10]3[CH2:15][CH2:14][NH:13][CH2:12][CH2:11]3)=[N:7][C:6]=2[CH:16]=1.[O:17]1[CH2:19][CH:18]1[CH2:20][N:21]1[C:29]2[CH2:28][CH2:27][N:26]([C:30](=[O:32])[CH3:31])[CH2:25][C:24]=2[C:23]([C:33]2[CH:38]=[CH:37][C:36]([C:39]([F:42])([F:41])[F:40])=[CH:35][CH:34]=2)=[N:22]1. The catalyst is CCO. (4) The reactants are [Cl:1][C:2]1[CH:3]=[C:4]2[C:10](=[O:11])[NH:9][C@@H:8]([CH:12]([CH3:14])[CH3:13])[C:5]2=[N:6][CH:7]=1.[H-].[Na+].[Cl:17][C:18]1[CH:25]=[CH:24][C:21]([CH2:22]Br)=[CH:20][CH:19]=1.C1C[O:29]CC1. No catalyst specified. The product is [Cl:1][C:2]1[CH:3]=[C:4]2[C:10](=[O:11])[N:9]([CH2:22][C:21]3[CH:24]=[CH:25][C:18]([Cl:17])=[CH:19][CH:20]=3)[C@@H:8]([CH:12]([CH3:14])[CH3:13])[C:5]2=[N:6][CH:7]=1.[Cl:1][C:2]1[CH:3]=[C:4]2[C:10](=[O:11])[N:9]([CH2:22][C:21]3[CH:24]=[CH:25][C:18]([Cl:17])=[CH:19][CH:20]=3)[C:8]([OH:29])([CH:12]([CH3:14])[CH3:13])[C:5]2=[N:6][CH:7]=1. The yield is 0.290.